This data is from Acute oral toxicity (LD50) regression data from Zhu et al.. The task is: Regression/Classification. Given a drug SMILES string, predict its toxicity properties. Task type varies by dataset: regression for continuous values (e.g., LD50, hERG inhibition percentage) or binary classification for toxic/non-toxic outcomes (e.g., AMES mutagenicity, cardiotoxicity, hepatotoxicity). Dataset: ld50_zhu. (1) The molecule is C=CC(=O)OCCCCCCCCCC. The rat oral LD50 is 1.52, given as -log10 of the dose in mol/kg body weight (higher means more acutely toxic). (2) The drug is CCCCCCC(CC=CCCCCCCCC(=O)OCCOC)OC(C)=O. The rat oral LD50 is 1.42, given as -log10 of the dose in mol/kg body weight (higher means more acutely toxic). (3) The molecule is ClC(Cl)(Cl)Sn1cccn1. The rat oral LD50 is 2.79, given as -log10 of the dose in mol/kg body weight (higher means more acutely toxic). (4) The compound is O=CNc1ccc(Br)cc1. The rat oral LD50 is 2.25, given as -log10 of the dose in mol/kg body weight (higher means more acutely toxic). (5) The compound is CN1CCC23c4c5ccc(O)c4OC2C(N=[N+]=[N-])CCC3(O)C1C5. The rat oral LD50 is 3.24, given as -log10 of the dose in mol/kg body weight (higher means more acutely toxic).